Predict the reactants needed to synthesize the given product. From a dataset of Full USPTO retrosynthesis dataset with 1.9M reactions from patents (1976-2016). (1) Given the product [Cl:16][C:3]1[C:2]([C:19]2[C:18]([Cl:17])=[CH:23][N:22]=[C:21]([F:24])[CH:20]=2)=[N:7][C:6]([NH:8][CH2:9][CH:10]2[CH2:15][CH2:14][O:13][CH2:12][CH2:11]2)=[CH:5][CH:4]=1, predict the reactants needed to synthesize it. The reactants are: Br[C:2]1[N:7]=[C:6]([NH:8][CH2:9][CH:10]2[CH2:15][CH2:14][O:13][CH2:12][CH2:11]2)[CH:5]=[CH:4][C:3]=1[Cl:16].[Cl:17][C:18]1[C:19](B(O)O)=[CH:20][C:21]([F:24])=[N:22][CH:23]=1. (2) The reactants are: CCN(C(C)C)C(C)C.[F:10][C:11]1[CH:19]=[CH:18][C:17]([F:20])=[CH:16][C:12]=1[C:13]([OH:15])=O.C1C=CC2N(O)N=NC=2C=1.CCN=C=NCCCN(C)C.Cl.[O:43]=[C:44]([N:61]1[CH2:66][CH2:65][NH:64][CH2:63][CH2:62]1)[CH2:45][NH:46][C:47]([C:49]1[CH:54]=[CH:53][C:52]([C:55]2[CH:60]=[CH:59][CH:58]=[CH:57][CH:56]=2)=[CH:51][CH:50]=1)=[O:48]. Given the product [F:10][C:11]1[CH:19]=[CH:18][C:17]([F:20])=[CH:16][C:12]=1[C:13]([N:64]1[CH2:63][CH2:62][N:61]([C:44](=[O:43])[CH2:45][NH:46][C:47]([C:49]2[CH:54]=[CH:53][C:52]([C:55]3[CH:60]=[CH:59][CH:58]=[CH:57][CH:56]=3)=[CH:51][CH:50]=2)=[O:48])[CH2:66][CH2:65]1)=[O:15], predict the reactants needed to synthesize it. (3) Given the product [CH2:1]([C:5]1[NH:9][C:8]2=[C:10]([C:11]#[N:12])[C:22]([CH3:23])=[C:17]([CH2:18][CH2:19][CH2:20][CH3:21])[C:16](=[O:15])[N:7]2[N:6]=1)[CH2:2][CH2:3][CH3:4], predict the reactants needed to synthesize it. The reactants are: [CH2:1]([C:5]1[N:9]=[C:8]([CH2:10][C:11]#[N:12])[NH:7][N:6]=1)[CH2:2][CH2:3][CH3:4].C([O:15][C:16](=O)[CH:17]([C:22](=O)[CH3:23])[CH2:18][CH2:19][CH2:20][CH3:21])C.C([O-])(=O)C.[NH4+].